From a dataset of Full USPTO retrosynthesis dataset with 1.9M reactions from patents (1976-2016). Predict the reactants needed to synthesize the given product. (1) Given the product [CH3:20][O:19][C:14]1[CH:15]=[CH:16][CH:17]=[CH:18][C:13]=1[C:12]1[N:6]2[C:7]([CH:8]=[N:9][C:4]([NH:30][C:31]3[CH:32]=[C:33]([C:37]([N:39]4[CH2:44][CH2:43][N:42]([CH3:45])[CH2:41][CH2:40]4)=[O:38])[CH:34]=[CH:35][CH:36]=3)=[N:5]2)=[CH:10][CH:11]=1, predict the reactants needed to synthesize it. The reactants are: CS([C:4]1[N:9]=[CH:8][C:7]2=[CH:10][CH:11]=[C:12]([C:13]3[CH:18]=[CH:17][CH:16]=[CH:15][C:14]=3[O:19][CH3:20])[N:6]2[N:5]=1)=O.C(N(CC)C(C)C)(C)C.[NH2:30][C:31]1[CH:32]=[C:33]([C:37]([N:39]2[CH2:44][CH2:43][N:42]([CH3:45])[CH2:41][CH2:40]2)=[O:38])[CH:34]=[CH:35][CH:36]=1.COCC(O)C. (2) Given the product [CH3:12][O:11][C:3]1[C:2]([C:20]2[N:24]([CH3:25])[N:23]=[CH:22][CH:21]=2)=[CH:6][S:5][C:4]=1[C:7]([O:9][CH3:10])=[O:8], predict the reactants needed to synthesize it. The reactants are: Br[C:2]1[C:3]([O:11][CH3:12])=[C:4]([C:7]([O:9][CH3:10])=[O:8])[S:5][CH:6]=1.CC1(C)COB([C:20]2[N:24]([CH3:25])[N:23]=[CH:22][CH:21]=2)OC1.C([O-])([O-])=O.[K+].[K+]. (3) Given the product [C:1]1([CH:7]([C:27]2[CH:28]=[CH:29][CH:30]=[CH:31][CH:32]=2)[C:8]2[CH:9]=[CH:10][C:11](=[O:26])[N:12]([CH2:14]/[CH:15]=[CH:16]/[C:17]3[CH:25]=[CH:24][CH:23]=[C:22]4[C:18]=3[CH:19]=[CH:20][N:21]4[CH2:40][C:41]([O:43][CH2:44][CH3:45])=[O:42])[CH:13]=2)[CH:2]=[CH:3][CH:4]=[CH:5][CH:6]=1, predict the reactants needed to synthesize it. The reactants are: [C:1]1([CH:7]([C:27]2[CH:32]=[CH:31][CH:30]=[CH:29][CH:28]=2)[C:8]2[CH:9]=[CH:10][C:11](=[O:26])[N:12]([CH2:14]/[CH:15]=[CH:16]/[C:17]3[CH:25]=[CH:24][CH:23]=[C:22]4[C:18]=3[CH:19]=[CH:20][NH:21]4)[CH:13]=2)[CH:6]=[CH:5][CH:4]=[CH:3][CH:2]=1.C([O-])([O-])=O.[K+].[K+].Br[CH2:40][C:41]([O:43][CH2:44][CH3:45])=[O:42]. (4) Given the product [CH3:18][C:17]([CH3:20])([CH3:19])[C:16]([N:13]1[CH2:14][CH2:15][N:10]([C:7]2[CH:6]=[CH:5][C:4]([N+:1]([O-:3])=[O:2])=[CH:9][CH:8]=2)[CH2:11][CH2:12]1)=[O:21], predict the reactants needed to synthesize it. The reactants are: [N+:1]([C:4]1[CH:9]=[CH:8][C:7]([N:10]2[CH2:15][CH2:14][NH:13][CH2:12][CH2:11]2)=[CH:6][CH:5]=1)([O-:3])=[O:2].[C:16](Cl)(=[O:21])[C:17]([CH3:20])([CH3:19])[CH3:18].C(N(CC)CC)C. (5) Given the product [NH2:1][C:2]1[O:6][N:5]=[C:4]([C:7]2[CH:12]=[CH:11][CH:10]=[CH:9][C:8]=2[O:13][C:14]([F:15])([F:16])[F:17])[C:3]=1[C:18]([N:43]1[CH2:42][CH2:41][N:40]([C:35]2[CH:36]=[CH:37][CH:38]=[CH:39][C:34]=2[F:33])[CH2:45][CH2:44]1)=[O:20], predict the reactants needed to synthesize it. The reactants are: [NH2:1][C:2]1[O:6][N:5]=[C:4]([C:7]2[CH:12]=[CH:11][CH:10]=[CH:9][C:8]=2[O:13][C:14]([F:17])([F:16])[F:15])[C:3]=1[C:18]([OH:20])=O.Cl.C(N=C=NCCCN(C)C)C.[F:33][C:34]1[CH:39]=[CH:38][CH:37]=[CH:36][C:35]=1[N:40]1[CH2:45][CH2:44][NH:43][CH2:42][CH2:41]1. (6) Given the product [NH:8]1[CH2:12][CH2:11][CH2:10][CH:9]1[C:13]1[CH:17]=[C:16]([C:18]2[CH:19]=[C:20]([CH:21]=[CH:22][CH:23]=2)[C:24]#[N:25])[O:15][N:14]=1, predict the reactants needed to synthesize it. The reactants are: C(OC([N:8]1[CH2:12][CH2:11][CH2:10][CH:9]1[C:13]1[CH:17]=[C:16]([C:18]2[CH:23]=[CH:22][CH:21]=[C:20]([C:24]#[N:25])[CH:19]=2)[O:15][N:14]=1)=O)(C)(C)C.C(O)(C(F)(F)F)=O. (7) Given the product [C:28]([NH:27][C:21]1[CH:22]=[C:23]([Cl:26])[C:24]([O:25][CH2:2][CH2:3][CH2:4][CH2:5][CH2:6][C:7]([O:9][CH2:10][CH3:11])=[O:8])=[C:19]([Cl:18])[CH:20]=1)(=[O:30])[CH3:29], predict the reactants needed to synthesize it. The reactants are: Br[CH2:2][CH2:3][CH2:4][CH2:5][CH2:6][C:7]([O:9][CH2:10][CH3:11])=[O:8].C(=O)([O-])[O-].[Cs+].[Cs+].[Cl:18][C:19]1[CH:20]=[C:21]([NH:27][C:28](=[O:30])[CH3:29])[CH:22]=[C:23]([Cl:26])[C:24]=1[OH:25].O. (8) Given the product [Cl:1][C:2]1[N:3]=[N:4][C:5]([N:10]([CH3:9])[NH2:11])=[CH:6][CH:7]=1, predict the reactants needed to synthesize it. The reactants are: [Cl:1][C:2]1[N:3]=[N:4][C:5](Cl)=[CH:6][CH:7]=1.[CH3:9][NH:10][NH2:11]. (9) The reactants are: Br[CH2:2][C:3]([OH:5])=[O:4].[C:6]12([C:16]3[NH:17][C:18](=[S:21])[NH:19][CH:20]=3)[CH2:15][CH:10]3[CH2:11][CH:12]([CH2:14][CH:8]([CH2:9]3)[CH2:7]1)[CH2:13]2. Given the product [C:6]12([C:16]3[N:17]=[C:18]([S:21][CH2:2][C:3]([OH:5])=[O:4])[NH:19][CH:20]=3)[CH2:15][CH:10]3[CH2:11][CH:12]([CH2:14][CH:8]([CH2:9]3)[CH2:7]1)[CH2:13]2, predict the reactants needed to synthesize it.